This data is from Forward reaction prediction with 1.9M reactions from USPTO patents (1976-2016). The task is: Predict the product of the given reaction. (1) Given the reactants [F:1][C:2]1[CH:3]=[C:4]2[C:9](=[CH:10][CH:11]=1)[N:8]=[C:7]([CH:12]([NH:14]C(=O)OC(C)(C)C)[CH3:13])[C:6]([C:22]1[CH:27]=[CH:26][CH:25]=[CH:24][N:23]=1)=[C:5]2[C:28]1[CH:33]=[CH:32][CH:31]=[CH:30][N:29]=1.O1CCOCC1, predict the reaction product. The product is: [F:1][C:2]1[CH:3]=[C:4]2[C:9](=[CH:10][CH:11]=1)[N:8]=[C:7]([CH:12]([NH2:14])[CH3:13])[C:6]([C:22]1[CH:27]=[CH:26][CH:25]=[CH:24][N:23]=1)=[C:5]2[C:28]1[CH:33]=[CH:32][CH:31]=[CH:30][N:29]=1. (2) Given the reactants [C:1](N1C=CN=C1)(N1C=CN=C1)=[O:2].[NH2:13][C:14]1[C:19]([NH:20][CH:21]2[CH2:26][CH2:25][N:24]([C:27]([O:29][C:30]([CH3:33])([CH3:32])[CH3:31])=[O:28])[CH2:23][CH2:22]2)=[CH:18][C:17]([F:34])=[CH:16][N:15]=1, predict the reaction product. The product is: [F:34][C:17]1[CH:18]=[C:19]2[N:20]([CH:21]3[CH2:22][CH2:23][N:24]([C:27]([O:29][C:30]([CH3:31])([CH3:33])[CH3:32])=[O:28])[CH2:25][CH2:26]3)[C:1](=[O:2])[NH:13][C:14]2=[N:15][CH:16]=1. (3) Given the reactants [OH-].[NH4+:2].[CH2:3]([O:5][CH2:6][C:7]1[N:8]([CH2:32][CH2:33][CH3:34])[C:9]2[C:18]3[CH:17]=[C:16]([O:19][CH2:20][CH2:21][NH:22][C:23](=[O:29])[O:24][C:25]([CH3:28])([CH3:27])[CH3:26])[CH:15]=[CH:14][C:13]=3[N+:12]([O-])=[CH:11][C:10]=2[N:31]=1)[CH3:4].C1(C)C=CC(S(Cl)(=O)=O)=CC=1, predict the reaction product. The product is: [NH2:2][C:11]1[C:10]2[N:31]=[C:7]([CH2:6][O:5][CH2:3][CH3:4])[N:8]([CH2:32][CH2:33][CH3:34])[C:9]=2[C:18]2[CH:17]=[C:16]([O:19][CH2:20][CH2:21][NH:22][C:23](=[O:29])[O:24][C:25]([CH3:28])([CH3:27])[CH3:26])[CH:15]=[CH:14][C:13]=2[N:12]=1. (4) Given the reactants [CH:1](=O)[C:2]1[CH:7]=[CH:6][CH:5]=[CH:4][CH:3]=1.[NH2:9][C@@H:10]([CH2:12][OH:13])[CH3:11].C(O)(=O)C.[BH-](OC(C)=O)(OC(C)=O)OC(C)=O.[Na+].C([O-])([O-])=O.[Na+].[Na+], predict the reaction product. The product is: [CH2:1]([NH:9][C@H:10]([CH3:11])[CH2:12][OH:13])[C:2]1[CH:7]=[CH:6][CH:5]=[CH:4][CH:3]=1. (5) Given the reactants [N:1]1[C:10]2[C:5](=[CH:6][CH:7]=[CH:8][CH:9]=2)[CH:4]=[CH:3][C:2]=1[CH2:11][CH2:12][NH2:13].[CH3:14][N:15]1[CH:20]=[C:19]([CH2:21]Cl)[C:18]([C:23](OC)=[O:24])=[C:17]([Cl:27])[C:16]1=[O:28], predict the reaction product. The product is: [Cl:27][C:17]1[C:16](=[O:28])[N:15]([CH3:14])[CH:20]=[C:19]2[CH2:21][N:13]([CH2:12][CH2:11][C:2]3[CH:3]=[CH:4][C:5]4[C:10](=[CH:9][CH:8]=[CH:7][CH:6]=4)[N:1]=3)[C:23](=[O:24])[C:18]=12. (6) Given the reactants Br[C:2]1[N:3](C2CCCCO2)[C:4]2[C:9]([N:10]=1)=[C:8]([NH2:11])[N:7]=[C:6]([O:12][C@@H:13]([CH3:17])[CH2:14][CH2:15][CH3:16])[N:5]=2.C[O-].[Na+].[C:27]([OH:33])([C:29]([F:32])([F:31])[F:30])=[O:28].[CH3:34][O:35]C1CCCC1, predict the reaction product. The product is: [F:30][C:29]([F:32])([F:31])[C:27]([OH:33])=[O:28].[CH3:17][C@H:13]([O:12][C:6]1[N:5]=[C:4]2[C:9]([N:10]=[C:2]([O:35][CH3:34])[NH:3]2)=[C:8]([NH2:11])[N:7]=1)[CH2:14][CH2:15][CH3:16]. (7) Given the reactants Cl[C:2]1[N:7]=[C:6]([C:8]2[S:12][C:11]([CH:13]3[CH2:18][CH2:17][CH2:16][CH2:15][CH2:14]3)=[N:10][C:9]=2[C:19]2[C:20]([F:37])=[C:21]([NH:25][S:26]([C:29]3[C:34]([F:35])=[CH:33][CH:32]=[CH:31][C:30]=3[F:36])(=[O:28])=[O:27])[CH:22]=[CH:23][CH:24]=2)[CH:5]=[CH:4][N:3]=1.[NH4+:38].[OH-], predict the reaction product. The product is: [NH2:38][C:2]1[N:7]=[C:6]([C:8]2[S:12][C:11]([CH:13]3[CH2:18][CH2:17][CH2:16][CH2:15][CH2:14]3)=[N:10][C:9]=2[C:19]2[C:20]([F:37])=[C:21]([NH:25][S:26]([C:29]3[C:34]([F:35])=[CH:33][CH:32]=[CH:31][C:30]=3[F:36])(=[O:28])=[O:27])[CH:22]=[CH:23][CH:24]=2)[CH:5]=[CH:4][N:3]=1. (8) Given the reactants [CH2:1]([C:5]1[N:6]=[C:7]([CH3:27])[NH:8][C:9](=[O:26])[C:10]=1[CH2:11][C:12]1[CH:17]=[CH:16][C:15]([C:18]2[C:19]([C:24]#[N:25])=[CH:20][CH:21]=[CH:22][CH:23]=2)=[CH:14][CH:13]=1)[CH2:2][CH2:3][CH3:4].C(=O)([O-])[O-].[K+].[K+].Cl[CH2:35][C:36]1[N:40]=[C:39]([C:41]2[CH:46]=[CH:45][CH:44]=[CH:43][CH:42]=2)[O:38][N:37]=1.CN(C)C=O, predict the reaction product. The product is: [CH2:1]([C:5]1[N:6]=[C:7]([CH3:27])[N:8]([CH2:35][C:36]2[N:40]=[C:39]([C:41]3[CH:42]=[CH:43][CH:44]=[CH:45][CH:46]=3)[O:38][N:37]=2)[C:9](=[O:26])[C:10]=1[CH2:11][C:12]1[CH:17]=[CH:16][C:15]([C:18]2[C:19]([C:24]#[N:25])=[CH:20][CH:21]=[CH:22][CH:23]=2)=[CH:14][CH:13]=1)[CH2:2][CH2:3][CH3:4]. (9) Given the reactants [N:1]1[CH:6]=[CH:5][C:4]([C:7]2[N:11]([C:12]3[CH:17]=[CH:16][C:15]([OH:18])=[CH:14][CH:13]=3)[N:10]=[CH:9][CH:8]=2)=[CH:3][CH:2]=1.C(=O)([O-])[O-].[K+].[K+].Cl[CH2:26][C:27]1[CH:36]=[CH:35][C:34]2[C:29](=[CH:30][CH:31]=[CH:32][CH:33]=2)[N:28]=1, predict the reaction product. The product is: [N:1]1[CH:2]=[CH:3][C:4]([C:7]2[N:11]([C:12]3[CH:17]=[CH:16][C:15]([O:18][CH2:26][C:27]4[CH:36]=[CH:35][C:34]5[C:29](=[CH:30][CH:31]=[CH:32][CH:33]=5)[N:28]=4)=[CH:14][CH:13]=3)[N:10]=[CH:9][CH:8]=2)=[CH:5][CH:6]=1.